This data is from Catalyst prediction with 721,799 reactions and 888 catalyst types from USPTO. The task is: Predict which catalyst facilitates the given reaction. (1) Reactant: Br[C:2]1[CH:10]=[CH:9][C:5]2[N:6]=[CH:7][NH:8][C:4]=2[CH:3]=1.[C:11]1([CH2:17][CH2:18][NH2:19])[CH:16]=[CH:15][CH:14]=[CH:13][CH:12]=1.C1(P(C2CCCCC2)C2C=CC=CC=2C2C=CC=CC=2N(C)C)CCCCC1.C[Si]([N-][Si](C)(C)C)(C)C.[Li+].C1COCC1. Product: [CH2:18]([NH:19][C:2]1[CH:10]=[CH:9][C:5]2[NH:6][CH:7]=[N:8][C:4]=2[CH:3]=1)[CH2:17][C:11]1[CH:16]=[CH:15][CH:14]=[CH:13][CH:12]=1. The catalyst class is: 110. (2) Reactant: [C:1]1([C@H:7]2[CH2:11][O:10][C:9](=[O:12])[N:8]2[C:13]2[CH:18]=[CH:17][N:16]3[N:19]=[CH:20][C:21]([C:22]4[CH:27]=[CH:26][C:25]([C:28]5[N:32]=[CH:31][N:30](COCC[Si](C)(C)C)[N:29]=5)=[CH:24][CH:23]=4)=[C:15]3[N:14]=2)[CH:6]=[CH:5][CH:4]=[CH:3][CH:2]=1. Product: [NH:30]1[CH:31]=[N:32][C:28]([C:25]2[CH:24]=[CH:23][C:22]([C:21]3[CH:20]=[N:19][N:16]4[CH:17]=[CH:18][C:13]([N:8]5[C@@H:7]([C:1]6[CH:6]=[CH:5][CH:4]=[CH:3][CH:2]=6)[CH2:11][O:10][C:9]5=[O:12])=[N:14][C:15]=34)=[CH:27][CH:26]=2)=[N:29]1. The catalyst class is: 67.